Dataset: Catalyst prediction with 721,799 reactions and 888 catalyst types from USPTO. Task: Predict which catalyst facilitates the given reaction. (1) Reactant: [Cl:1][C:2]1[CH:3]=[C:4]([CH:8]=[CH:9][C:10]=1[N+:11]([O-:13])=[O:12])[C:5](Cl)=[O:6].C(N(CC)C(C)C)(C)C.[CH3:23][N:24]([CH3:31])[CH2:25][C:26]([CH3:30])([CH3:29])[CH2:27][NH2:28]. Product: [Cl:1][C:2]1[CH:3]=[C:4]([CH:8]=[CH:9][C:10]=1[N+:11]([O-:13])=[O:12])[C:5]([NH:28][CH2:27][C:26]([CH3:30])([CH3:29])[CH2:25][N:24]([CH3:31])[CH3:23])=[O:6]. The catalyst class is: 2. (2) Reactant: [C:1]([O:5][C:6]([N:8]([CH2:26][C:27]1[CH:32]=[CH:31][CH:30]=[C:29]([Cl:33])[CH:28]=1)[CH:9]1[C:21]2[C:12](=[CH:13][C:14]3[CH:15]4[CH2:25][CH2:24][CH2:23][CH:16]4[C:17](=O)[NH:18][C:19]=3[CH:20]=2)[CH2:11][CH2:10]1)=[O:7])([CH3:4])([CH3:3])[CH3:2].COC1C=CC(P2(SP(C3C=CC(OC)=CC=3)(=S)S2)=[S:43])=CC=1. Product: [C:1]([O:5][C:6]([N:8]([CH2:26][C:27]1[CH:32]=[CH:31][CH:30]=[C:29]([Cl:33])[CH:28]=1)[CH:9]1[C:21]2[C:12](=[CH:13][C:14]3[CH:15]4[CH2:25][CH2:24][CH2:23][CH:16]4[C:17](=[S:43])[NH:18][C:19]=3[CH:20]=2)[CH2:11][CH2:10]1)=[O:7])([CH3:4])([CH3:3])[CH3:2]. The catalyst class is: 57. (3) Reactant: CC1(C)[O:6][C@@H:5]([CH2:7][O:8][NH:9][C:10]([C:12]2[CH:13]=[CH:14][C:15]3[S:19][N:18]=[CH:17][C:16]=3[C:20]=2[NH:21][C:22]2[CH:27]=[CH:26][C:25]([I:28])=[CH:24][C:23]=2[F:29])=[O:11])[CH2:4][O:3]1.Cl. Product: [OH:6][C@H:5]([CH2:4][OH:3])[CH2:7][O:8][NH:9][C:10]([C:12]1[CH:13]=[CH:14][C:15]2[S:19][N:18]=[CH:17][C:16]=2[C:20]=1[NH:21][C:22]1[CH:27]=[CH:26][C:25]([I:28])=[CH:24][C:23]=1[F:29])=[O:11]. The catalyst class is: 71. (4) Reactant: Cl.C(OC([NH:9][CH:10]1[CH2:14][CH2:13][C:12]([C:15]2[N:23]3[C:19](=[N:20][C:21]4[CH:27]=[CH:26][CH:25]=[CH:24][C:22]=43)[C:18]([C:28]#[N:29])=[C:17]([CH3:30])[C:16]=2[CH2:31][CH3:32])=[CH:11]1)=O)(C)(C)C.[OH-].[Na+]. Product: [NH2:9][CH:10]1[CH2:14][CH2:13][C:12]([C:15]2[N:23]3[C:19](=[N:20][C:21]4[CH:27]=[CH:26][CH:25]=[CH:24][C:22]=43)[C:18]([C:28]#[N:29])=[C:17]([CH3:30])[C:16]=2[CH2:31][CH3:32])=[CH:11]1. The catalyst class is: 7. (5) Reactant: [ClH:1].C(OC(=O)[NH:8][C@H:9]([C:13]([N:15]1[CH2:20][CH2:19][CH:18]([O:21][C:22]2[N:27]=[CH:26][C:25]([Cl:28])=[CH:24][N:23]=2)[CH2:17][CH2:16]1)=[O:14])[CH:10]([CH3:12])[CH3:11])(C)(C)C. Product: [ClH:28].[ClH:1].[Cl:28][C:25]1[CH:24]=[N:23][C:22]([O:21][CH:18]2[CH2:19][CH2:20][N:15]([C:13](=[O:14])[C@@H:9]([NH2:8])[CH:10]([CH3:12])[CH3:11])[CH2:16][CH2:17]2)=[N:27][CH:26]=1. The catalyst class is: 8. (6) Reactant: P(Br)(Br)[Br:2].[CH2:5]([O:12][C:13]1[CH:18]=[CH:17][C:16]([I:19])=[CH:15][C:14]=1[CH2:20]O)[C:6]1[CH:11]=[CH:10][CH:9]=[CH:8][CH:7]=1. Product: [CH2:5]([O:12][C:13]1[CH:18]=[CH:17][C:16]([I:19])=[CH:15][C:14]=1[CH2:20][Br:2])[C:6]1[CH:11]=[CH:10][CH:9]=[CH:8][CH:7]=1. The catalyst class is: 11.